Dataset: Blood-brain barrier penetration binary classification data from Martins et al.. Task: Regression/Classification. Given a drug SMILES string, predict its absorption, distribution, metabolism, or excretion properties. Task type varies by dataset: regression for continuous measurements (e.g., permeability, clearance, half-life) or binary classification for categorical outcomes (e.g., BBB penetration, CYP inhibition). Dataset: bbb_martins. (1) The compound is Clc1ccc2c(c1)/C(=C/C1CN3CCC1CC3)c1ccccc1S2. The result is 1 (penetrates BBB). (2) The compound is N/C(N=O)=C1\NNc2ccccc2N(Cc2ccccc2)C1=O. The result is 1 (penetrates BBB).